The task is: Predict the product of the given reaction.. This data is from Forward reaction prediction with 1.9M reactions from USPTO patents (1976-2016). (1) Given the reactants C([O-])([O-])=O.[K+].[K+].Br[CH2:8][C:9]([C:11]12[CH2:20][CH:15]3[CH2:16][CH:17]([CH2:19][CH:13]([CH2:14]3)[CH2:12]1)[CH2:18]2)=[O:10].[Cl:21][C:22]1[N:27]=[C:26]([OH:28])[CH:25]=[CH:24][CH:23]=1.CCCCCC.CCOC(C)=O, predict the reaction product. The product is: [C:11]12([C:9](=[O:10])[CH2:8][O:28][C:26]3[CH:25]=[CH:24][CH:23]=[C:22]([Cl:21])[N:27]=3)[CH2:20][CH:15]3[CH2:16][CH:17]([CH2:19][CH:13]([CH2:14]3)[CH2:12]1)[CH2:18]2. (2) Given the reactants [CH3:1][N:2]1[CH:7]=[C:6]([C:8]2[CH:13]=[C:12]([S:14]([CH3:17])(=[O:16])=[O:15])[CH:11]=[CH:10][C:9]=2[NH:18][C@H:19]2[CH2:24][CH2:23][C@H:22]([NH:25]C(=O)OC(C)(C)C)[CH2:21][CH2:20]2)[C:5]2[CH:33]=[CH:34][NH:35][C:4]=2[C:3]1=[O:36].FC(F)(F)C(O)=O.C(=O)([O-])[O-].[Na+].[Na+], predict the reaction product. The product is: [NH2:25][C@H:22]1[CH2:21][CH2:20][C@H:19]([NH:18][C:9]2[CH:10]=[CH:11][C:12]([S:14]([CH3:17])(=[O:15])=[O:16])=[CH:13][C:8]=2[C:6]2[C:5]3[CH:33]=[CH:34][NH:35][C:4]=3[C:3](=[O:36])[N:2]([CH3:1])[CH:7]=2)[CH2:24][CH2:23]1. (3) Given the reactants COC1C=CC([C:9]2[S:13][C:12]3[CH:14]=[CH:15][CH:16]=[C:17](OC)[C:11]=3[CH:10]=2)=CC=1.FC1C=C(C=C(F)C=1F)C(Cl)=O.[Al+3].[Cl-].[Cl-].[Cl-].O, predict the reaction product. The product is: [S:13]1[CH:9]=[CH:10][C:11]2[CH:17]=[CH:16][CH:15]=[CH:14][C:12]1=2. (4) Given the reactants [CH3:1][O:2][C:3]1[CH:4]=[C:5]2[C:9](=[CH:10][CH:11]=1)[NH:8][C:7]([C:12]([OH:14])=[O:13])=[C:6]2[CH2:15][CH2:16][CH2:17][NH:18]C(OC(C)(C)C)=O.[ClH:26].CCOC(C)=O.CCOCC, predict the reaction product. The product is: [ClH:26].[CH3:1][O:2][C:3]1[CH:4]=[C:5]2[C:9](=[CH:10][CH:11]=1)[NH:8][C:7]([C:12]([OH:14])=[O:13])=[C:6]2[CH2:15][CH2:16][CH2:17][NH2:18].